This data is from Full USPTO retrosynthesis dataset with 1.9M reactions from patents (1976-2016). The task is: Predict the reactants needed to synthesize the given product. (1) Given the product [C:14]([O:13][C:11](=[O:12])[C:10]([CH3:19])([CH3:18])[CH2:9][N:8]([CH:20]1[CH2:24][CH2:23][CH2:22][CH2:21]1)[C:6]1[C:5]([N+:25]([O-:27])=[O:26])=[CH:4][N:3]=[C:2]([NH:7][C:29]2[CH:38]=[CH:37][C:32]([C:33]([O:35][CH3:36])=[O:34])=[CH:31][C:30]=2[O:39][CH3:40])[CH:41]=1)([CH3:17])([CH3:16])[CH3:15], predict the reactants needed to synthesize it. The reactants are: Cl[C:2]1[N:7]=[C:6]([N:8]([CH:20]2[CH2:24][CH2:23][CH2:22][CH2:21]2)[CH2:9][C:10]([CH3:19])([CH3:18])[C:11]([O:13][C:14]([CH3:17])([CH3:16])[CH3:15])=[O:12])[C:5]([N+:25]([O-:27])=[O:26])=[CH:4][N:3]=1.N[C:29]1[CH:38]=[CH:37][C:32]([C:33]([O:35][CH3:36])=[O:34])=[CH:31][C:30]=1[O:39][CH3:40].[CH3:41]CN(C(C)C)C(C)C. (2) Given the product [S:32]1[C:33]2[CH:38]=[CH:37][CH:36]=[CH:35][C:34]=2[C:30]([N:24]2[CH2:25][CH2:26][N:27]([CH2:8][CH2:9][CH2:10][C:11]3[CH:12]=[C:13]4[C:18](=[CH:19][CH:20]=3)[NH:17][C:16](=[O:21])[CH2:15][C:14]4([CH3:23])[CH3:22])[CH2:28][CH2:29]2)=[N:31]1, predict the reactants needed to synthesize it. The reactants are: C(=O)([O-])[O-].[Na+].[Na+].Cl[CH2:8][CH2:9][CH2:10][C:11]1[CH:12]=[C:13]2[C:18](=[CH:19][CH:20]=1)[NH:17][C:16](=[O:21])[CH2:15][C:14]2([CH3:23])[CH3:22].[N:24]1([C:30]2[C:34]3[CH:35]=[CH:36][CH:37]=[CH:38][C:33]=3[S:32][N:31]=2)[CH2:29][CH2:28][NH:27][CH2:26][CH2:25]1.C(#N)C. (3) The reactants are: [OH:1][C@@H:2]([C@H:4]1[C:25](=[O:26])[N:6]2[C@@H:7]([C:12]([O:14][CH2:15][C:16]3[CH:21]=[CH:20][C:19]([N+:22]([O-:24])=[O:23])=[CH:18][CH:17]=3)=[O:13])[C:8](=O)[C@H:9]([CH3:10])[C@H:5]12)[CH3:3].[N:27]1[CH:32]=[CH:31][C:30]([C:33]([C:35]2[N:36]=[CH:37][N:38]3[CH:42]=[C:41]([Sn](CCCC)(CCCC)CCCC)[S:40][C:39]=23)=[O:34])=[CH:29][CH:28]=1. Given the product [OH:1][C@@H:2]([C@H:4]1[C:25](=[O:26])[N:6]2[C:7]([C:12]([O:14][CH2:15][C:16]3[CH:21]=[CH:20][C:19]([N+:22]([O-:24])=[O:23])=[CH:18][CH:17]=3)=[O:13])=[C:8]([C:41]3[S:40][C:39]4=[C:35]([C:33]([C:30]5[CH:31]=[CH:32][N:27]=[CH:28][CH:29]=5)=[O:34])[N:36]=[CH:37][N:38]4[CH:42]=3)[C@H:9]([CH3:10])[C@H:5]12)[CH3:3], predict the reactants needed to synthesize it. (4) Given the product [CH3:7][N:6]1[C:2]([C:17]2[N:13]([CH3:12])[N:14]=[CH:15][CH:16]=2)=[CH:3][C:4]([C:8]([O:10][CH3:11])=[O:9])=[CH:5]1, predict the reactants needed to synthesize it. The reactants are: Br[C:2]1[N:6]([CH3:7])[CH:5]=[C:4]([C:8]([O:10][CH3:11])=[O:9])[CH:3]=1.[CH3:12][N:13]1[C:17](B2OC(C)(C)C(C)(C)O2)=[CH:16][CH:15]=[N:14]1.C(=O)([O-])[O-].[K+].[K+]. (5) Given the product [Br:10][C:11]1[CH:16]=[CH:15][C:14]([O:17][C:2]2[CH:9]=[CH:8][CH:7]=[CH:6][C:3]=2[CH:4]=[O:5])=[C:13]([O:18][CH3:19])[CH:12]=1, predict the reactants needed to synthesize it. The reactants are: F[C:2]1[CH:9]=[CH:8][CH:7]=[CH:6][C:3]=1[CH:4]=[O:5].[Br:10][C:11]1[CH:16]=[CH:15][C:14]([OH:17])=[C:13]([O:18][CH3:19])[CH:12]=1.C(=O)([O-])[O-].[Cs+].[Cs+].O.